This data is from Reaction yield outcomes from USPTO patents with 853,638 reactions. The task is: Predict the reaction yield, written as a fraction of the theoretical maximum amount of product (1.0 means a 100% yield; for example, 0.34 means a 34% yield). The reactants are [O:1]1[CH:5]=[CH:4][CH:3]=[C:2]1[C:6]1[N:7]=[C:8]([NH:17][C:18]([C:20]2[CH:25]=[CH:24][N:23]=[CH:22][CH:21]=2)=[O:19])[S:9][C:10]=1[C:11](=[O:16])N(OC)C.[CH:26]1([Mg]Br)[CH2:28][CH2:27]1.[Cl-].[NH4+]. The catalyst is C1COCC1. The product is [CH:26]1([C:11]([C:10]2[S:9][C:8]([NH:17][C:18]([C:20]3[CH:21]=[CH:22][N:23]=[CH:24][CH:25]=3)=[O:19])=[N:7][C:6]=2[C:2]2[O:1][CH:5]=[CH:4][CH:3]=2)=[O:16])[CH2:28][CH2:27]1. The yield is 0.780.